This data is from Catalyst prediction with 721,799 reactions and 888 catalyst types from USPTO. The task is: Predict which catalyst facilitates the given reaction. (1) Reactant: [C@@H:1]1([NH2:8])[CH2:6][CH2:5][CH2:4][CH2:3][C@H:2]1[NH2:7].[Cl:9][C:10]1[N:15]=[C:14](Cl)[C:13]([Cl:17])=[CH:12][N:11]=1.C(N(CC)CC)C.[C:25](OC(=O)C)(=[O:27])[CH3:26]. Product: [Cl:9][C:10]1[N:15]=[C:14]([NH:7][C@@H:2]2[CH2:3][CH2:4][CH2:5][CH2:6][C@H:1]2[NH:8][C:25](=[O:27])[CH3:26])[C:13]([Cl:17])=[CH:12][N:11]=1. The catalyst class is: 7. (2) Reactant: [OH:1][C:2]1[CH:7]=[CH:6][C:5]([C:8]2[CH:9]([NH:14][S:15]([CH:18]([CH3:20])[CH3:19])(=[O:17])=[O:16])[CH2:10][CH2:11][CH2:12][CH:13]=2)=[CH:4][CH:3]=1.[F:21][C:22]1[CH:23]=[C:24]([CH:27]=[C:28]([F:30])[CH:29]=1)[CH2:25]Br.C(=O)([O-])[O-].[K+].[K+]. Product: [F:21][C:22]1[CH:23]=[C:24]([CH2:25][O:1][C:2]2[CH:3]=[CH:4][C:5]([C:8]3[CH:9]([NH:14][S:15]([CH:18]([CH3:20])[CH3:19])(=[O:17])=[O:16])[CH2:10][CH2:11][CH2:12][CH:13]=3)=[CH:6][CH:7]=2)[CH:27]=[C:28]([F:30])[CH:29]=1. The catalyst class is: 21. (3) Reactant: [NH2:1][CH2:2][CH2:3][C@H:4]([NH:9][C:10]([C:12]1[C:13](=[O:31])[N:14]([CH:18]([C:25]2[CH:30]=[CH:29][CH:28]=[CH:27][CH:26]=2)[C:19]2[CH:24]=[CH:23][CH:22]=[CH:21][CH:20]=2)[CH:15]=[CH:16][CH:17]=1)=[O:11])[C:5]([O:7][CH3:8])=[O:6].C(O)(C(F)(F)F)=O.[CH2:39]([O:41][C:42]([NH:44][C:45](=N)[SH:46])=[O:43])[CH3:40].CCN(C(C)C)C(C)C. Product: [C:19]1([CH:18]([C:25]2[CH:26]=[CH:27][CH:28]=[CH:29][CH:30]=2)[N:14]2[CH:15]=[CH:16][CH:17]=[C:12]([C:10]([NH:9][C@@H:4]([CH2:3][CH2:2][NH:1][C:45](=[S:46])[NH:44][C:42]([O:41][CH2:39][CH3:40])=[O:43])[C:5]([O:7][CH3:8])=[O:6])=[O:11])[C:13]2=[O:31])[CH:24]=[CH:23][CH:22]=[CH:21][CH:20]=1. The catalyst class is: 2. (4) Reactant: [CH2:1]([O:3][C:4]([CH:6]1[C:15]([CH:16]=O)=[CH:14][C:13]2[C:8](=[C:9]([O:20][CH3:21])[CH:10]=[CH:11][C:12]=2[O:18][CH3:19])[O:7]1)=[O:5])C.[CH3:22][O:23][C:24](=[O:31])[C@@H:25]([NH2:30])[CH2:26][CH:27]([CH3:29])[CH3:28].CCN(C(C)C)C(C)C.C([BH3-])#N.[Na+].C(O)(=O)C. Product: [CH3:1][O:3][C:4]([CH:6]1[C:15]([CH2:16][NH:30][C@H:25]([C:24]([O:23][CH3:22])=[O:31])[CH2:26][CH:27]([CH3:29])[CH3:28])=[CH:14][C:13]2[C:8](=[C:9]([O:20][CH3:21])[CH:10]=[CH:11][C:12]=2[O:18][CH3:19])[O:7]1)=[O:5]. The catalyst class is: 5. (5) The catalyst class is: 13. Reactant: [CH:1]([C:9]1[NH:13][C:12]2[CH:14]=[CH:15][CH:16]=[CH:17][C:11]=2[N:10]=1)=[CH:2][C:3]1[CH:8]=[CH:7][CH:6]=[CH:5][CH:4]=1.Cl[C:19]1[N:24]=[CH:23][CH:22]=[CH:21][N:20]=1.N1C=CC=CC=1N1C2C=CC=CC=2N=C1/C=C/C1C=CC=CC=1.[C:48]([OH:53])(=[O:52])[C:49]([OH:51])=[O:50]. Product: [C:48]([OH:53])(=[O:52])[C:49]([OH:51])=[O:50].[N:20]1[CH:21]=[CH:22][CH:23]=[N:24][C:19]=1[N:13]1[C:12]2[CH:14]=[CH:15][CH:16]=[CH:17][C:11]=2[N:10]=[C:9]1/[CH:1]=[CH:2]/[C:3]1[CH:4]=[CH:5][CH:6]=[CH:7][CH:8]=1. (6) Reactant: F[C:2]1[CH:9]=[CH:8][CH:7]=[C:6]([O:10][C:11]2[CH:16]=[CH:15][CH:14]=[CH:13][CH:12]=2)[C:3]=1[C:4]#[N:5].Cl.[C:18]([NH2:26])(=[NH:25])[C:19]1[CH:24]=[CH:23][CH:22]=[CH:21][CH:20]=1.C([O-])(=O)C.[Na+]. Product: [NH2:5][C:4]1[C:3]2[C:2](=[CH:9][CH:8]=[CH:7][C:6]=2[O:10][C:11]2[CH:16]=[CH:15][CH:14]=[CH:13][CH:12]=2)[N:26]=[C:18]([C:19]2[CH:24]=[CH:23][CH:22]=[CH:21][CH:20]=2)[N:25]=1. The catalyst class is: 80.